Dataset: Forward reaction prediction with 1.9M reactions from USPTO patents (1976-2016). Task: Predict the product of the given reaction. (1) Given the reactants [H-].[Na+].[Br:3][C:4]1[NH:8][CH:7]=[C:6]([CH2:9][N:10]([CH3:18])[C:11](=[O:17])[O:12][C:13]([CH3:16])([CH3:15])[CH3:14])[CH:5]=1.C1OCCOCCOCCOCCOC1.[N:34]1[CH:39]=[CH:38][CH:37]=[C:36]([S:40](Cl)(=[O:42])=[O:41])[CH:35]=1, predict the reaction product. The product is: [C:13]([O:12][C:11](=[O:17])[N:10]([CH2:9][C:6]1[CH:5]=[C:4]([Br:3])[N:8]([S:40]([C:36]2[CH:35]=[N:34][CH:39]=[CH:38][CH:37]=2)(=[O:42])=[O:41])[CH:7]=1)[CH3:18])([CH3:14])([CH3:15])[CH3:16]. (2) Given the reactants [Br:1][C:2]1[NH:10][C:9]2[C:8](=[O:11])[N:7]3[C:12]([CH3:15])=[N:13][N:14]=[C:6]3[N:5]([CH2:16][CH2:17][CH2:18][CH2:19][CH3:20])[C:4]=2[N:3]=1.[CH3:21][O:22][C:23]1[CH:28]=[CH:27][C:26]([CH2:29]Br)=[CH:25][CH:24]=1.C(=O)([O-])[O-].[K+].[K+], predict the reaction product. The product is: [Br:1][C:2]1[N:10]([CH2:29][C:26]2[CH:27]=[CH:28][C:23]([O:22][CH3:21])=[CH:24][CH:25]=2)[C:9]2[C:8](=[O:11])[N:7]3[C:12]([CH3:15])=[N:13][N:14]=[C:6]3[N:5]([CH2:16][CH2:17][CH2:18][CH2:19][CH3:20])[C:4]=2[N:3]=1. (3) Given the reactants [CH3:1][O:2][C:3]([C:5]1[C:10](Br)=[C:9]([NH2:12])[N:8]=[C:7]([C:13]2[CH:18]=[CH:17][C:16]([Cl:19])=[C:15]([O:20][CH3:21])[C:14]=2[F:22])[N:6]=1)=[O:4].[CH3:23][Si:24]([CH3:41])([CH3:40])[C:25]#[C:26][Sn](CCCC)(CCCC)CCCC, predict the reaction product. The product is: [CH3:1][O:2][C:3]([C:5]1[C:10]([C:26]#[C:25][Si:24]([CH3:41])([CH3:40])[CH3:23])=[C:9]([NH2:12])[N:8]=[C:7]([C:13]2[CH:18]=[CH:17][C:16]([Cl:19])=[C:15]([O:20][CH3:21])[C:14]=2[F:22])[N:6]=1)=[O:4]. (4) Given the reactants C1(P(C2C=CC=CC=2)C2C=CC=CC=2)C=CC=CC=1.BrN1C(=O)CCC1=O.[CH:28]1([CH2:33][C@H:34]([C:38]2[CH:43]=[CH:42][C:41]([S:44]([CH3:47])(=[O:46])=[O:45])=[CH:40][CH:39]=2)[C:35]([OH:37])=O)[CH2:32][CH2:31][CH2:30][CH2:29]1.[NH2:48][C:49]1[S:50][CH:51]=[C:52]([CH3:54])[N:53]=1.Cl, predict the reaction product. The product is: [CH:28]1([CH2:33][C@H:34]([C:38]2[CH:43]=[CH:42][C:41]([S:44]([CH3:47])(=[O:46])=[O:45])=[CH:40][CH:39]=2)[C:35]([NH:48][C:49]2[S:50][CH:51]=[C:52]([CH3:54])[N:53]=2)=[O:37])[CH2:29][CH2:30][CH2:31][CH2:32]1. (5) The product is: [N+:1]([C:4]1[CH:16]=[CH:15][C:14]([O:17][C:18]([F:21])([F:20])[F:19])=[CH:13][C:5]=1[C:6]([NH:8][CH2:9][C:10]([NH:34][C@@H:31]1[CH2:32][CH2:33][N:29]([CH2:22][C:23]2[CH:28]=[CH:27][CH:26]=[CH:25][CH:24]=2)[CH2:30]1)=[O:12])=[O:7])([O-:3])=[O:2]. Given the reactants [N+:1]([C:4]1[CH:16]=[CH:15][C:14]([O:17][C:18]([F:21])([F:20])[F:19])=[CH:13][C:5]=1[C:6]([NH:8][CH2:9][C:10]([OH:12])=O)=[O:7])([O-:3])=[O:2].[CH2:22]([N:29]1[CH2:33][CH2:32][C@@H:31]([NH2:34])[CH2:30]1)[C:23]1[CH:28]=[CH:27][CH:26]=[CH:25][CH:24]=1.ON1C2C=CC=CC=2N=N1.Cl.C(N=C=NCCCN(C)C)C, predict the reaction product. (6) Given the reactants [CH3:1][O:2][C:3]1[CH:8]=[CH:7][C:6]([CH:9]2[CH2:11][CH:10]2[C:12]([OH:14])=O)=[CH:5][CH:4]=1.C1C=CC2N(O)N=NC=2C=1.CCN=C=NCCCN(C)C.[NH2:36][C@H:37]([C:40]1[CH:45]=[CH:44][CH:43]=[CH:42][CH:41]=1)[CH2:38][OH:39], predict the reaction product. The product is: [OH:39][CH2:38][C@H:37]([NH:36][C:12]([C@@H:10]1[CH2:11][C@H:9]1[C:6]1[CH:5]=[CH:4][C:3]([O:2][CH3:1])=[CH:8][CH:7]=1)=[O:14])[C:40]1[CH:45]=[CH:44][CH:43]=[CH:42][CH:41]=1. (7) Given the reactants [Cl:1][C:2]1[CH:10]=[CH:9][C:8]([Cl:11])=[CH:7][C:3]=1[C:4]([OH:6])=O.CN(C(ON1N=NC2C=CC=NC1=2)=[N+](C)C)C.F[P-](F)(F)(F)(F)F.CCN(C(C)C)C(C)C.[I-].[CH2:46]([N+:50]1[N:54]=[C:53]([CH3:55])[S:52][C:51]=1[CH3:56])[CH2:47][CH2:48][CH3:49], predict the reaction product. The product is: [CH2:46]([N:50]1[N:54]=[C:53]([CH3:55])[S:52]/[C:51]/1=[CH:56]\[C:4]([C:3]1[CH:7]=[C:8]([Cl:11])[CH:9]=[CH:10][C:2]=1[Cl:1])=[O:6])[CH2:47][CH2:48][CH3:49]. (8) Given the reactants [CH3:1][N:2]([CH2:10][CH2:11][O:12][N:13]=[C:14]([C:24]1[CH:29]=[CH:28][CH:27]=[CH:26][CH:25]=1)[C:15]1[NH:23][C:18]2=[CH:19][N:20]=[CH:21][CH:22]=[C:17]2[CH:16]=1)C(=O)OC(C)(C)C.FC(F)(F)C(O)=O.C(Cl)[Cl:38], predict the reaction product. The product is: [ClH:38].[ClH:38].[CH3:1][NH:2][CH2:10][CH2:11][O:12][N:13]=[C:14]([C:24]1[CH:29]=[CH:28][CH:27]=[CH:26][CH:25]=1)[C:15]1[NH:23][C:18]2=[CH:19][N:20]=[CH:21][CH:22]=[C:17]2[CH:16]=1.